From a dataset of NCI-60 drug combinations with 297,098 pairs across 59 cell lines. Regression. Given two drug SMILES strings and cell line genomic features, predict the synergy score measuring deviation from expected non-interaction effect. (1) Drug 1: C(=O)(N)NO. Drug 2: CN(C(=O)NC(C=O)C(C(C(CO)O)O)O)N=O. Cell line: IGROV1. Synergy scores: CSS=-0.895, Synergy_ZIP=0.274, Synergy_Bliss=0.672, Synergy_Loewe=-1.86, Synergy_HSA=-1.05. (2) Drug 1: CN1CCC(CC1)COC2=C(C=C3C(=C2)N=CN=C3NC4=C(C=C(C=C4)Br)F)OC. Drug 2: C1C(C(OC1N2C=C(C(=O)NC2=O)F)CO)O. Cell line: PC-3. Synergy scores: CSS=58.2, Synergy_ZIP=15.3, Synergy_Bliss=14.5, Synergy_Loewe=-3.53, Synergy_HSA=17.0. (3) Drug 1: CC1=C2C(C(=O)C3(C(CC4C(C3C(C(C2(C)C)(CC1OC(=O)C(C(C5=CC=CC=C5)NC(=O)C6=CC=CC=C6)O)O)OC(=O)C7=CC=CC=C7)(CO4)OC(=O)C)O)C)OC(=O)C. Drug 2: CCC1(C2=C(COC1=O)C(=O)N3CC4=CC5=C(C=CC(=C5CN(C)C)O)N=C4C3=C2)O.Cl. Cell line: SF-539. Synergy scores: CSS=75.2, Synergy_ZIP=3.59, Synergy_Bliss=3.06, Synergy_Loewe=-0.275, Synergy_HSA=4.94. (4) Synergy scores: CSS=11.7, Synergy_ZIP=-2.30, Synergy_Bliss=0.961, Synergy_Loewe=-3.14, Synergy_HSA=-1.18. Drug 1: C1=NC2=C(N1)C(=S)N=CN2. Drug 2: C1=NNC2=C1C(=O)NC=N2. Cell line: SK-MEL-28.